From a dataset of Full USPTO retrosynthesis dataset with 1.9M reactions from patents (1976-2016). Predict the reactants needed to synthesize the given product. (1) Given the product [Br:16][C:17]1[CH:18]=[C:19]([CH:22]=[CH:23][CH:24]=1)[CH2:20][N:12]1[CH:11]=[N:10][C:9]2[C:13]1=[N:14][C:6]([O:5][CH2:4][CH2:3][O:2][CH3:1])=[N:7][C:8]=2[NH2:15], predict the reactants needed to synthesize it. The reactants are: [CH3:1][O:2][CH2:3][CH2:4][O:5][C:6]1[N:14]=[C:13]2[C:9]([NH:10][CH:11]=[N:12]2)=[C:8]([NH2:15])[N:7]=1.[Br:16][C:17]1[CH:18]=[C:19]([CH:22]=[CH:23][CH:24]=1)[CH2:20]Br.C(=O)([O-])[O-].[K+].[K+]. (2) Given the product [F:25][C:26]([F:31])([F:30])[C:27]([O-:29])=[O:28].[CH3:1][O:2][C:3]1[CH:8]=[C:7]([N+:9]([O-:11])=[O:10])[CH:6]=[CH:5][C:4]=1[C:12]1[CH2:17][CH2:16][NH2+:15][CH2:14][CH:13]=1, predict the reactants needed to synthesize it. The reactants are: [CH3:1][O:2][C:3]1[CH:8]=[C:7]([N+:9]([O-:11])=[O:10])[CH:6]=[CH:5][C:4]=1[C:12]1[CH2:17][CH2:16][N:15](C(OC(C)(C)C)=O)[CH2:14][CH:13]=1.[F:25][C:26]([F:31])([F:30])[C:27]([OH:29])=[O:28]. (3) The reactants are: [CH3:1][O:2][C:3]1[N:8]=[CH:7][C:6]([CH2:9][NH:10][C:11]2[C:12]3[CH2:20][NH:19][CH2:18][CH2:17][C:13]=3[N:14]=[CH:15][N:16]=2)=[CH:5][CH:4]=1.[Cl:21][C:22]1[CH:23]=[CH:24][C:25](F)=[C:26]([CH:29]=1)[C:27]#[N:28].C(N(CC)C(C)C)(C)C.C([O-])(O)=O.[Na+]. Given the product [Cl:21][C:22]1[CH:23]=[CH:24][C:25]([N:19]2[CH2:18][CH2:17][C:13]3[N:14]=[CH:15][N:16]=[C:11]([NH:10][CH2:9][C:6]4[CH:7]=[N:8][C:3]([O:2][CH3:1])=[CH:4][CH:5]=4)[C:12]=3[CH2:20]2)=[C:26]([CH:29]=1)[C:27]#[N:28], predict the reactants needed to synthesize it. (4) Given the product [CH2:1]([O:3][C:4](=[O:32])[CH:5]([C:10]1[CH:11]=[C:12]([C:22]2[CH:23]=[CH:24][C:25]([C:28]([F:29])([F:30])[F:31])=[CH:26][CH:27]=2)[CH:13]=[C:14]([CH:16]2[CH2:21][CH2:20][CH2:19][N:18]([CH2:33][CH3:34])[CH2:17]2)[CH:15]=1)[CH2:6][CH:7]([CH3:9])[CH3:8])[CH3:2], predict the reactants needed to synthesize it. The reactants are: [CH2:1]([O:3][C:4](=[O:32])[CH:5]([C:10]1[CH:11]=[C:12]([C:22]2[CH:27]=[CH:26][C:25]([C:28]([F:31])([F:30])[F:29])=[CH:24][CH:23]=2)[CH:13]=[C:14]([CH:16]2[CH2:21][CH2:20][CH2:19][NH:18][CH2:17]2)[CH:15]=1)[CH2:6][CH:7]([CH3:9])[CH3:8])[CH3:2].[CH3:33][C:34](C1C=CC(C(F)(F)F)=CC=1)=O.C(O[BH3-])(=O)C.[Na+].C(O)(=O)C. (5) The reactants are: S(=O)(=O)(O)O.[CH3:6][O:7][C:8]([C:10]1[CH:11]=[C:12]([CH3:28])[C:13]2[NH:19][C:18]3[C:20]([Cl:24])=[CH:21][CH:22]=[CH:23][C:17]=3[CH2:16][S:15](=[O:26])(=[O:25])[C:14]=2[CH:27]=1)=[O:9].[N+:29]([O-])([OH:31])=[O:30]. Given the product [CH3:6][O:7][C:8]([C:10]1[CH:11]=[C:12]([CH3:28])[C:13]2[NH:19][C:18]3[C:20]([Cl:24])=[CH:21][C:22]([N+:29]([O-:31])=[O:30])=[CH:23][C:17]=3[CH2:16][S:15](=[O:25])(=[O:26])[C:14]=2[CH:27]=1)=[O:9], predict the reactants needed to synthesize it.